This data is from NCI-60 drug combinations with 297,098 pairs across 59 cell lines. The task is: Regression. Given two drug SMILES strings and cell line genomic features, predict the synergy score measuring deviation from expected non-interaction effect. (1) Drug 1: C1CCC(CC1)NC(=O)N(CCCl)N=O. Drug 2: CCN(CC)CCCC(C)NC1=C2C=C(C=CC2=NC3=C1C=CC(=C3)Cl)OC. Cell line: MDA-MB-435. Synergy scores: CSS=6.82, Synergy_ZIP=-5.16, Synergy_Bliss=-2.33, Synergy_Loewe=-10.5, Synergy_HSA=-5.16. (2) Drug 1: CC1=C(C=C(C=C1)C(=O)NC2=CC(=CC(=C2)C(F)(F)F)N3C=C(N=C3)C)NC4=NC=CC(=N4)C5=CN=CC=C5. Drug 2: C1=CC=C(C=C1)NC(=O)CCCCCCC(=O)NO. Cell line: NCI-H522. Synergy scores: CSS=-7.15, Synergy_ZIP=-1.25, Synergy_Bliss=-0.790, Synergy_Loewe=-22.1, Synergy_HSA=-13.5. (3) Drug 1: CC1CCC2CC(C(=CC=CC=CC(CC(C(=O)C(C(C(=CC(C(=O)CC(OC(=O)C3CCCCN3C(=O)C(=O)C1(O2)O)C(C)CC4CCC(C(C4)OC)OCCO)C)C)O)OC)C)C)C)OC. Drug 2: CN(CCCl)CCCl.Cl. Cell line: MDA-MB-435. Synergy scores: CSS=10.1, Synergy_ZIP=-2.38, Synergy_Bliss=1.44, Synergy_Loewe=-7.23, Synergy_HSA=-0.899. (4) Drug 1: CC(C1=C(C=CC(=C1Cl)F)Cl)OC2=C(N=CC(=C2)C3=CN(N=C3)C4CCNCC4)N. Drug 2: CC1CCC2CC(C(=CC=CC=CC(CC(C(=O)C(C(C(=CC(C(=O)CC(OC(=O)C3CCCCN3C(=O)C(=O)C1(O2)O)C(C)CC4CCC(C(C4)OC)OCCO)C)C)O)OC)C)C)C)OC. Cell line: TK-10. Synergy scores: CSS=22.9, Synergy_ZIP=2.09, Synergy_Bliss=2.37, Synergy_Loewe=-10.4, Synergy_HSA=2.75. (5) Drug 1: CC(C)CN1C=NC2=C1C3=CC=CC=C3N=C2N. Drug 2: CC12CCC3C(C1CCC2OP(=O)(O)O)CCC4=C3C=CC(=C4)OC(=O)N(CCCl)CCCl.[Na+]. Cell line: HOP-92. Synergy scores: CSS=15.8, Synergy_ZIP=-8.48, Synergy_Bliss=-6.82, Synergy_Loewe=-3.60, Synergy_HSA=-3.09.